Dataset: Reaction yield outcomes from USPTO patents with 853,638 reactions. Task: Predict the reaction yield, written as a fraction of the theoretical maximum amount of product (1.0 means a 100% yield; for example, 0.34 means a 34% yield). (1) The reactants are C(Cl)(=O)C([Cl:4])=O.[Na].[CH2:8]([O:15][C:16]1[CH:21]=[CH:20][C:19]([S:22]([OH:25])(=O)=[O:23])=[CH:18][CH:17]=1)[C:9]1[CH:14]=[CH:13][CH:12]=[CH:11][CH:10]=1. The catalyst is ClCCl.CN(C)C=O. The product is [CH2:8]([O:15][C:16]1[CH:21]=[CH:20][C:19]([S:22]([Cl:4])(=[O:25])=[O:23])=[CH:18][CH:17]=1)[C:9]1[CH:14]=[CH:13][CH:12]=[CH:11][CH:10]=1. The yield is 0.890. (2) The reactants are C[O:2][C:3]1[CH:4]=[C:5]2[C:10](=[CH:11][C:12]=1[O:13][CH3:14])[N:9]=[CH:8][NH:7][C:6]2=[O:15].Cl. The catalyst is [Pd].CO. The product is [OH:2][C:3]1[CH:4]=[C:5]2[C:10](=[CH:11][C:12]=1[O:13][CH3:14])[N:9]=[CH:8][NH:7][C:6]2=[O:15]. The yield is 0.910. (3) The reactants are [Br:1][C:2]1[CH:7]=[CH:6][C:5]([C@@H:8]2[C@@H:10]([C:11]3[CH:16]=[CH:15][CH:14]=[CH:13][CH:12]=3)[C@H:9]2[C:17]([O:19][CH3:20])=[O:18])=[CH:4][CH:3]=1.[Li+].[CH3:22]C([N-]C(C)C)C.CI. The catalyst is C1COCC1. The product is [CH3:20][O:19][C:17]([C@:9]1([CH3:22])[C@H:10]([C:11]2[CH:12]=[CH:13][CH:14]=[CH:15][CH:16]=2)[C@H:8]1[C:5]1[CH:4]=[CH:3][C:2]([Br:1])=[CH:7][CH:6]=1)=[O:18]. The yield is 1.00. (4) The product is [ClH:30].[NH2:23][C:20]1[CH:21]=[CH:22][C:17]([C:16]([NH:15][C:12]2[CH:11]=[CH:10][C:9]([S:8][C:6]3[CH:5]=[CH:4][N:3]=[C:2]([NH2:1])[CH:7]=3)=[CH:14][CH:13]=2)=[O:26])=[CH:18][CH:19]=1. The reactants are [NH2:1][C:2]1[CH:7]=[C:6]([S:8][C:9]2[CH:14]=[CH:13][C:12]([NH:15][C:16](=[O:26])[C:17]3[CH:22]=[CH:21][C:20]([N+:23]([O-])=O)=[CH:19][CH:18]=3)=[CH:11][CH:10]=2)[CH:5]=[CH:4][N:3]=1.CCO.[ClH:30]. The catalyst is [Fe].O. The yield is 0.930. (5) The reactants are [CH2:1]([C@@H:5]1[NH:10][CH2:9][C@H:8]([CH2:11][CH:12]([CH3:14])[CH3:13])[NH:7][C:6]1=[O:15])[CH:2]([CH3:4])[CH3:3].[F:16][C:17]1[CH:18]=[C:19]([C:24]2[O:28][N:27]=[C:26]([C:29](O)=[O:30])[CH:25]=2)[CH:20]=[C:21]([F:23])[CH:22]=1.C([C@@H]1N(C([C@@H]2C[C@H]2C2C=CC=CC=2)=O)C[C@H](CC(C)C)NC1=O)C(C)C. No catalyst specified. The product is [F:23][C:21]1[CH:20]=[C:19]([C:24]2[O:28][N:27]=[C:26]([C:29]([N:10]3[CH2:9][C@H:8]([CH2:11][CH:12]([CH3:14])[CH3:13])[NH:7][C:6](=[O:15])[C@@H:5]3[CH2:1][CH:2]([CH3:4])[CH3:3])=[O:30])[CH:25]=2)[CH:18]=[C:17]([F:16])[CH:22]=1. The yield is 0.800. (6) The reactants are [C:1](=[O:8])([O:3][C:4]([CH3:7])([CH3:6])[CH3:5])[NH2:2].[OH-].[Na+].C([O:15]Cl)(C)(C)C.[Br:17][C:18]1[CH:19]=[C:20]([CH:23]=[CH:24][CH:25]=1)[CH:21]=[CH2:22]. The catalyst is C(O)CC.CC[C@H]1[C@H]2C[C@H]([C@H](OC3C4C(=CC=CC=4)C(O[C@H](C4C=CN=C5C=4C=C(OC)C=C5)[C@@H]4N5C[C@H](CC)[C@@H](CC5)C4)=NN=3)C3C=CN=C4C=3C=C(OC)C=C4)N(CC2)C1. The product is [C:4]([O:3][C:1]([NH:2][C@@H:21]([C:20]1[CH:23]=[CH:24][CH:25]=[C:18]([Br:17])[CH:19]=1)[CH2:22][OH:15])=[O:8])([CH3:7])([CH3:6])[CH3:5]. The yield is 0.670.